This data is from Full USPTO retrosynthesis dataset with 1.9M reactions from patents (1976-2016). The task is: Predict the reactants needed to synthesize the given product. Given the product [NH2:1][C:4]1[CH:5]=[C:6]2[C:11](=[CH:12][CH:13]=1)[NH:10][C:9](=[O:14])[CH:8]=[CH:7]2, predict the reactants needed to synthesize it. The reactants are: [N+:1]([C:4]1[CH:5]=[C:6]2[C:11](=[CH:12][CH:13]=1)[NH:10][C:9](=[O:14])[CH:8]=[CH:7]2)([O-])=O.CO.C(Cl)Cl.